This data is from Forward reaction prediction with 1.9M reactions from USPTO patents (1976-2016). The task is: Predict the product of the given reaction. (1) Given the reactants [C:1]([C:5]1[CH:6]=[C:7]([N:19]2[C:23]([CH2:24][CH:25]3[CH2:30][CH2:29][CH2:28][CH2:27][CH2:26]3)=[N:22][C:21]([C:31]([OH:33])=O)=[N:20]2)[CH:8]=[CH:9][C:10]=1[S:11](=[O:18])(=[O:17])[NH:12][C:13]([CH3:16])([CH3:15])[CH3:14])([CH3:4])([CH3:3])[CH3:2].Cl.[NH2:35][C@H:36]1[CH2:39][C@H:38]([C:40]([O:42][CH3:43])=[O:41])[CH2:37]1.CCN(C(C)C)C(C)C.CN(C(ON1N=NC2C=CC=NC1=2)=[N+](C)C)C.F[P-](F)(F)(F)(F)F, predict the reaction product. The product is: [C:1]([C:5]1[CH:6]=[C:7]([N:19]2[C:23]([CH2:24][CH:25]3[CH2:26][CH2:27][CH2:28][CH2:29][CH2:30]3)=[N:22][C:21]([C:31]([NH:35][C@H:36]3[CH2:39][C@H:38]([C:40]([O:42][CH3:43])=[O:41])[CH2:37]3)=[O:33])=[N:20]2)[CH:8]=[CH:9][C:10]=1[S:11](=[O:17])(=[O:18])[NH:12][C:13]([CH3:14])([CH3:15])[CH3:16])([CH3:3])([CH3:2])[CH3:4]. (2) Given the reactants [C:1]([O:5][C:6]([NH:8][C:9]1[CH:14]=[CH:13][CH:12]=[CH:11][CH:10]=1)=[O:7])([CH3:4])([CH3:3])[CH3:2].[O-]P([O-])([O-])=O.[K+].[K+].[K+].[C@@H]1(N)CCCC[C@H]1N.I[C:32]1[CH:33]=[C:34]([CH3:39])[CH:35]=[C:36]([CH3:38])[CH:37]=1, predict the reaction product. The product is: [C:1]([O:5][C:6]([N:8]([C:32]1[CH:37]=[C:36]([CH3:38])[CH:35]=[C:34]([CH3:39])[CH:33]=1)[C:9]1[CH:14]=[CH:13][CH:12]=[CH:11][CH:10]=1)=[O:7])([CH3:4])([CH3:2])[CH3:3]. (3) Given the reactants [CH3:1][C:2]1[C:6]([C:7]([O:9][CH3:10])=[O:8])=[CH:5][NH:4][N:3]=1.[CH3:11][C:12](=[CH:14][CH3:15])[CH3:13].O.C1(C)C=CC(S(O)(=O)=O)=CC=1.C(=O)([O-])O.[Na+], predict the reaction product. The product is: [CH3:11][C:12]([N:4]1[CH:5]=[C:6]([C:7]([O:9][CH3:10])=[O:8])[C:2]([CH3:1])=[N:3]1)([CH3:13])[CH2:14][CH3:15].